Dataset: Reaction yield outcomes from USPTO patents with 853,638 reactions. Task: Predict the reaction yield, written as a fraction of the theoretical maximum amount of product (1.0 means a 100% yield; for example, 0.34 means a 34% yield). (1) The reactants are [F:1][C:2]([F:9])([F:8])[C:3]1[CH:7]=[CH:6][NH:5][N:4]=1.Cl[C:11]1[C:16]([Cl:17])=[CH:15][CH:14]=[CH:13][N:12]=1.CN(C)C=O.C(=O)([O-])[O-].[K+].[K+]. The catalyst is O. The product is [Cl:17][C:16]1[C:11]([N:5]2[CH:6]=[CH:7][C:3]([C:2]([F:9])([F:8])[F:1])=[N:4]2)=[N:12][CH:13]=[CH:14][CH:15]=1. The yield is 0.815. (2) The reactants are [CH2:1]([C:3]1[CH:4]=[C:5](/[CH:9]=[CH:10]/[C:11]([NH2:13])=[O:12])[CH:6]=[CH:7][CH:8]=1)[CH3:2]. The catalyst is CCO.[Ni]. The product is [CH2:1]([C:3]1[CH:4]=[C:5]([CH2:9][CH2:10][C:11]([NH2:13])=[O:12])[CH:6]=[CH:7][CH:8]=1)[CH3:2]. The yield is 0.881.